Task: Predict the reactants needed to synthesize the given product.. Dataset: Full USPTO retrosynthesis dataset with 1.9M reactions from patents (1976-2016) (1) Given the product [C:18](=[N:1][CH2:2][CH2:3][CH:4]([O:9][CH2:10][C:11]1[CH:16]=[CH:15][CH:14]=[CH:13][CH:12]=1)[OH:5])=[O:20], predict the reactants needed to synthesize it. The reactants are: [NH2:1][CH2:2][CH2:3][CH2:4][OH:5].ClC([O:9][CH2:10][C:11]1[CH:16]=[CH:15][CH:14]=[CH:13][CH:12]=1)=O.O.[C:18](OC(C)C)(=[O:20])C. (2) The reactants are: S(=O)(=O)(O)O.[Br:6][CH:7]([CH2:11][CH2:12][CH2:13][C:14]1[CH:19]=[CH:18][C:17]([O:20][CH3:21])=[CH:16][CH:15]=1)[C:8]([OH:10])=[O:9].O.[CH2:23](O)[CH3:24]. Given the product [Br:6][CH:7]([CH2:11][CH2:12][CH2:13][C:14]1[CH:15]=[CH:16][C:17]([O:20][CH3:21])=[CH:18][CH:19]=1)[C:8]([O:10][CH2:23][CH3:24])=[O:9], predict the reactants needed to synthesize it. (3) Given the product [CH2:1]([O:3][C:4]([C:6]1[N:7]=[C:8]([C:22]#[N:23])[C:9]2[N:10]([CH3:20])[C:11]3[C:16]([C:17]=2[C:18]=1[OH:19])=[CH:15][CH:14]=[CH:13][CH:12]=3)=[O:5])[CH3:2], predict the reactants needed to synthesize it. The reactants are: [CH2:1]([O:3][C:4]([C:6]1[N:7]=[C:8](Br)[C:9]2[N:10]([CH3:20])[C:11]3[C:16]([C:17]=2[C:18]=1[OH:19])=[CH:15][CH:14]=[CH:13][CH:12]=3)=[O:5])[CH3:2].[C:22]([Cu])#[N:23].[OH-].[NH4+].Cl. (4) Given the product [CH3:57][C:58]1[CH:62]=[C:61]([NH:63][C:44]2[C:49]([N+:50]([O-:52])=[O:51])=[CH:48][CH:47]=[C:46]([C:53]([F:56])([F:55])[F:54])[N:45]=2)[O:60][N:59]=1, predict the reactants needed to synthesize it. The reactants are: CC1(C)C2C(=C(P(C3C=CC=CC=3)C3C=CC=CC=3)C=CC=2)OC2C(P(C3C=CC=CC=3)C3C=CC=CC=3)=CC=CC1=2.Cl[C:44]1[C:49]([N+:50]([O-:52])=[O:51])=[CH:48][CH:47]=[C:46]([C:53]([F:56])([F:55])[F:54])[N:45]=1.[CH3:57][C:58]1[CH:62]=[C:61]([NH2:63])[O:60][N:59]=1. (5) Given the product [Br:1][C:2]1[N:7]=[C:6]([CH2:8][N:9]([S:27]([CH3:26])(=[O:29])=[O:28])[CH2:10][C:11]([NH:13][CH:14]2[CH2:18][CH2:17][CH2:16][CH2:15]2)=[O:12])[CH:5]=[CH:4][CH:3]=1, predict the reactants needed to synthesize it. The reactants are: [Br:1][C:2]1[N:7]=[C:6]([CH2:8][NH:9][CH2:10][C:11]([NH:13][CH:14]2[CH2:18][CH2:17][CH2:16][CH2:15]2)=[O:12])[CH:5]=[CH:4][CH:3]=1.C(N(CC)CC)C.[CH3:26][S:27](Cl)(=[O:29])=[O:28].